Task: Predict the product of the given reaction.. Dataset: Forward reaction prediction with 1.9M reactions from USPTO patents (1976-2016) (1) Given the reactants [Cl-].[Na+].[Cl-].[K+].O=[CH:6][C@@H:7]([C@H:9]([C@@H:11]([C@@H:13]([CH2:15]O)O)O)O)O.[Cl-].[Ca+2].[Cl-].P([O-])(O)(O)=O.[K+].S([O-])([O-])(=O)=O.[Mg+2].[NH:32]([C:37]([CH2:42]O)(CO)CO)[CH2:33]C(O)=O.C1[N:49](CCCS(O)(=O)=O)[CH2:48]COC1.[OH-].[Na+], predict the reaction product. The product is: [N:49]1[CH:48]=[C:11]([CH:13]2[CH2:15][CH2:42][CH2:37][N:32]2[CH3:33])[CH:9]=[CH:7][CH:6]=1. (2) Given the reactants [C:1]1([C:7]2[CH:11]=[C:10]([NH:12][C:13](=[O:39])[O:14][CH2:15][C@@H:16]([N:25]([CH3:38])[C:26]([NH:28][CH2:29][C:30]3[CH:35]=[CH:34][CH:33]=[C:32]([F:36])[C:31]=3[Cl:37])=[O:27])[CH2:17][C@@H:18]3[CH2:22][O:21]C(C)(C)[O:19]3)[O:9][N:8]=2)[CH:6]=[CH:5][CH:4]=[CH:3][CH:2]=1.Cl.O1CCOCC1, predict the reaction product. The product is: [C:1]1([C:7]2[CH:11]=[C:10]([NH:12][C:13](=[O:39])[O:14][CH2:15][C@@H:16]([N:25]([CH3:38])[C:26]([NH:28][CH2:29][C:30]3[CH:35]=[CH:34][CH:33]=[C:32]([F:36])[C:31]=3[Cl:37])=[O:27])[CH2:17][C@@H:18]([OH:19])[CH2:22][OH:21])[O:9][N:8]=2)[CH:6]=[CH:5][CH:4]=[CH:3][CH:2]=1. (3) Given the reactants Cl.[O:2]([C:9]1[CH:14]=[CH:13][C:12]([N:15]2[CH2:20][CH2:19][NH:18][CH2:17][CH2:16]2)=[CH:11][CH:10]=1)[C:3]1[CH:8]=[CH:7][CH:6]=[CH:5][CH:4]=1.[C:21](OC(=O)C)(=[O:23])[CH3:22].C(N(CC)CC)C, predict the reaction product. The product is: [O:2]([C:9]1[CH:14]=[CH:13][C:12]([N:15]2[CH2:20][CH2:19][N:18]([C:21](=[O:23])[CH3:22])[CH2:17][CH2:16]2)=[CH:11][CH:10]=1)[C:3]1[CH:4]=[CH:5][CH:6]=[CH:7][CH:8]=1. (4) Given the reactants [CH:1]1([N:6]2[C:15]3[N:14]=[C:13]([NH:16][C:17]4[CH:18]=[CH:19][C:20]([C:28](O)=[O:29])=[C:21]5[C:25]=4[O:24][C:23]([CH3:27])([CH3:26])[CH2:22]5)[N:12]=[CH:11][C:10]=3[N:9]([CH3:31])[C:8](=[O:32])[C@H:7]2[CH2:33][CH3:34])[CH2:5][CH2:4][CH2:3][CH2:2]1.[CH:35]1([CH2:38][N:39]2[CH2:44][CH2:43][N:42]([C@@H:45]3[CH2:50][CH2:49][C@H:48]([NH2:51])[CH2:47][CH2:46]3)[CH2:41][CH2:40]2)[CH2:37][CH2:36]1.F[B-](F)(F)F.N1(OC(N(C)C)=[N+](C)C)C2C=CC=CC=2N=N1.C(N(C(C)C)CC)(C)C.C(=O)(O)[O-].[Na+], predict the reaction product. The product is: [CH:1]1([N:6]2[C:15]3[N:14]=[C:13]([NH:16][C:17]4[CH:18]=[CH:19][C:20]([C:28]([NH:51][C@H:48]5[CH2:47][CH2:46][C@@H:45]([N:42]6[CH2:41][CH2:40][N:39]([CH2:38][CH:35]7[CH2:36][CH2:37]7)[CH2:44][CH2:43]6)[CH2:50][CH2:49]5)=[O:29])=[C:21]5[C:25]=4[O:24][C:23]([CH3:27])([CH3:26])[CH2:22]5)[N:12]=[CH:11][C:10]=3[N:9]([CH3:31])[C:8](=[O:32])[C@H:7]2[CH2:33][CH3:34])[CH2:5][CH2:4][CH2:3][CH2:2]1. (5) Given the reactants [NH2:1][C:2]1[CH:3]=[N:4][CH:5]=[CH:6][CH:7]=1.[CH2:8]([O:10][C:11]1[C:12](=O)[C:13](=[O:18])[C:14]=1[O:15]CC)[CH3:9], predict the reaction product. The product is: [CH2:8]([O:10][C:11]1[C:14](=[O:15])[C:13](=[O:18])[C:12]=1[NH:1][C:2]1[CH:3]=[N:4][CH:5]=[CH:6][CH:7]=1)[CH3:9].